From a dataset of Peptide-MHC class I binding affinity with 185,985 pairs from IEDB/IMGT. Regression. Given a peptide amino acid sequence and an MHC pseudo amino acid sequence, predict their binding affinity value. This is MHC class I binding data. (1) The peptide sequence is YENFNSQDIL. The MHC is HLA-B45:01 with pseudo-sequence HLA-B45:01. The binding affinity (normalized) is 0.174. (2) The peptide sequence is SYPPPPASF. The MHC is HLA-A30:01 with pseudo-sequence HLA-A30:01. The binding affinity (normalized) is 0.0109.